From a dataset of Peptide-MHC class I binding affinity with 185,985 pairs from IEDB/IMGT. Regression. Given a peptide amino acid sequence and an MHC pseudo amino acid sequence, predict their binding affinity value. This is MHC class I binding data. The peptide sequence is RQYPTAFEF. The MHC is Mamu-B3901 with pseudo-sequence Mamu-B3901. The binding affinity (normalized) is 0.770.